Predict which catalyst facilitates the given reaction. From a dataset of Catalyst prediction with 721,799 reactions and 888 catalyst types from USPTO. (1) Reactant: C([Li])CCC.[S:6]1[CH:10]=[CH:9][N:8]=[CH:7]1.[CH:11]1([C:14]([CH:16]2[CH2:18][CH2:17]2)=[O:15])[CH2:13][CH2:12]1. Product: [CH:11]1([C:14]([CH:16]2[CH2:18][CH2:17]2)([C:7]2[S:6][CH:10]=[CH:9][N:8]=2)[OH:15])[CH2:13][CH2:12]1. The catalyst class is: 1. (2) The catalyst class is: 151. Reactant: Br[C:2]1[CH:7]=[CH:6][C:5](/[CH:8]=[CH:9]/[C:10]2[CH:15]=[CH:14][CH:13]=[CH:12][CH:11]=2)=[CH:4][CH:3]=1.C([O-])(=O)C.[K+].[CH3:21][C:22]1([CH3:38])[C:26]([CH3:28])([CH3:27])[O:25][B:24]([B:24]2[O:25][C:26]([CH3:28])([CH3:27])[C:22]([CH3:38])([CH3:21])[O:23]2)[O:23]1. Product: [CH3:21][C:22]1([CH3:38])[C:26]([CH3:28])([CH3:27])[O:25][B:24]([C:2]2[CH:7]=[CH:6][C:5](/[CH:8]=[CH:9]/[C:10]3[CH:15]=[CH:14][CH:13]=[CH:12][CH:11]=3)=[CH:4][CH:3]=2)[O:23]1. (3) Reactant: C([NH:9][C:10](=[S:32])[NH:11][C:12]1[C:17]([O:18][C:19]2[CH:20]=[C:21]([CH:27]=[CH:28][C:29]=2[Cl:30])[C:22]([O:24][CH2:25][CH3:26])=[O:23])=[CH:16][C:15]([Br:31])=[CH:14][N:13]=1)(=O)C1C=CC=CC=1.C([O-])([O-])=O.[K+].[K+]. Product: [Br:31][C:15]1[CH:16]=[C:17]([O:18][C:19]2[CH:20]=[C:21]([CH:27]=[CH:28][C:29]=2[Cl:30])[C:22]([O:24][CH2:25][CH3:26])=[O:23])[C:12]([NH:11][C:10]([NH2:9])=[S:32])=[N:13][CH:14]=1. The catalyst class is: 8. (4) Reactant: [F:1][C:2]1[CH:7]=[C:6]([F:8])[CH:5]=[CH:4][C:3]=1/[CH:9]=[CH:10]/[N+:11]([O-:13])=[O:12].CO[CH2:16][N:17]([CH2:23][C:24]1[CH:29]=[CH:28][CH:27]=[CH:26][CH:25]=1)[CH2:18][Si](C)(C)C.C(O)(C(F)(F)F)=O. Product: [CH2:23]([N:17]1[CH2:18][C@@H:10]([N+:11]([O-:13])=[O:12])[C@H:9]([C:3]2[CH:4]=[CH:5][C:6]([F:8])=[CH:7][C:2]=2[F:1])[CH2:16]1)[C:24]1[CH:29]=[CH:28][CH:27]=[CH:26][CH:25]=1. The catalyst class is: 2. (5) Reactant: [Si:1]([O:8][C@@H:9]([C:26]1[CH:31]=[CH:30][C:29]([C:32]([F:35])([F:34])[F:33])=[CH:28][CH:27]=1)[C@H:10]([NH:18][C:19](=[O:25])[O:20][C:21]([CH3:24])([CH3:23])[CH3:22])[CH2:11][CH2:12][C:13]1[S:14][CH:15]=[CH:16][N:17]=1)([C:4]([CH3:7])([CH3:6])[CH3:5])([CH3:3])[CH3:2].C1C(=O)N([Br:43])C(=O)C1. Product: [Br:43][C:15]1[S:14][C:13]([CH2:12][CH2:11][C@@H:10]([NH:18][C:19](=[O:25])[O:20][C:21]([CH3:24])([CH3:23])[CH3:22])[C@@H:9]([O:8][Si:1]([C:4]([CH3:5])([CH3:6])[CH3:7])([CH3:2])[CH3:3])[C:26]2[CH:27]=[CH:28][C:29]([C:32]([F:33])([F:34])[F:35])=[CH:30][CH:31]=2)=[N:17][CH:16]=1. The catalyst class is: 3. (6) Reactant: C1(C[O:8][CH2:9][CH2:10][CH:11]=[CH:12][C:13]2[CH2:18][O:17][CH2:16][CH2:15][CH:14]=2)C=CC=CC=1.[H][H]. Product: [O:17]1[CH2:16][CH2:15][CH2:14][CH:13]([CH2:12][CH2:11][CH2:10][CH2:9][OH:8])[CH2:18]1. The catalyst class is: 153. (7) Reactant: [C:1]([C:4]1[C:12]2[S:11][C:10](=[O:13])[NH:9][C:8]=2[C:7]([O:14]C)=[CH:6][CH:5]=1)(=[O:3])[CH3:2].Cl.N1C=CC=CC=1. Product: [C:1]([C:4]1[C:12]2[S:11][C:10](=[O:13])[NH:9][C:8]=2[C:7]([OH:14])=[CH:6][CH:5]=1)(=[O:3])[CH3:2]. The catalyst class is: 264.